Task: Predict the reactants needed to synthesize the given product.. Dataset: Full USPTO retrosynthesis dataset with 1.9M reactions from patents (1976-2016) (1) Given the product [NH2:1][C:2]1[N:10]=[CH:9][N:8]=[C:7]2[C:3]=1[N:4]=[CH:5][N:6]2[C@@H:11]1[O:12][C@@:13]([CH2:27][OH:28])([CH:25]=[CH2:26])[C@@H:14]([OH:17])[C@H:15]1[OH:16], predict the reactants needed to synthesize it. The reactants are: [NH2:1][C:2]1[N:10]=[CH:9][N:8]=[C:7]2[C:3]=1[N:4]=[CH:5][N:6]2[C@H:11]1[C@H:15]([OH:16])[C@H:14]([O:17]CC2C=CC=CC=2)[C@:13]([CH2:27][O:28]CC2C=CC=CC=2)([CH:25]=[CH2:26])[O:12]1.B(Cl)(Cl)Cl. (2) Given the product [ClH:1].[ClH:1].[F:15][C:9]1[CH:10]=[CH:11][CH:12]=[C:13]([F:14])[C:8]=1[C:5]1[CH:6]=[CH:7][C:2]([N:22]2[CH2:23][CH2:24][N:19]([CH:16]([CH3:18])[CH3:17])[CH2:20][CH2:21]2)=[N:3][CH:4]=1, predict the reactants needed to synthesize it. The reactants are: [Cl:1][C:2]1[CH:7]=[CH:6][C:5]([C:8]2[C:13]([F:14])=[CH:12][CH:11]=[CH:10][C:9]=2[F:15])=[CH:4][N:3]=1.[CH:16]([N:19]1[CH2:24][CH2:23][NH:22][CH2:21][CH2:20]1)([CH3:18])[CH3:17].